This data is from NCI-60 drug combinations with 297,098 pairs across 59 cell lines. The task is: Regression. Given two drug SMILES strings and cell line genomic features, predict the synergy score measuring deviation from expected non-interaction effect. Drug 1: C1CN(P(=O)(OC1)NCCCl)CCCl. Drug 2: CC(C)CN1C=NC2=C1C3=CC=CC=C3N=C2N. Cell line: SNB-19. Synergy scores: CSS=-1.17, Synergy_ZIP=-3.28, Synergy_Bliss=-6.59, Synergy_Loewe=-14.7, Synergy_HSA=-8.04.